From a dataset of Full USPTO retrosynthesis dataset with 1.9M reactions from patents (1976-2016). Predict the reactants needed to synthesize the given product. (1) Given the product [NH2:13][C:12]1[C:3]([S:2][CH3:1])=[C:4]([CH:9]=[CH:10][CH:11]=1)[C:5]([O:7][CH3:8])=[O:6], predict the reactants needed to synthesize it. The reactants are: [CH3:1][S:2][C:3]1[C:12]([N+:13]([O-])=O)=[CH:11][CH:10]=[CH:9][C:4]=1[C:5]([O:7][CH3:8])=[O:6].[Cl-].[NH4+].CO. (2) Given the product [CH:3]([N:16]1[CH2:19][CH:28]([C:27]([OH:29])=[O:26])[CH2:17]1)([C:10]1[CH:11]=[CH:12][CH:13]=[CH:14][CH:15]=1)[C:4]1[CH:9]=[CH:8][CH:7]=[CH:6][CH:5]=1, predict the reactants needed to synthesize it. The reactants are: [OH-].[K+].[CH:3]([N:16]1[CH2:19]C(C#N)[CH2:17]1)([C:10]1[CH:15]=[CH:14][CH:13]=[CH:12][CH:11]=1)[C:4]1[CH:9]=[CH:8][CH:7]=[CH:6][CH:5]=1.Cl.[Cl-].[Na+].C[O:26][CH:27]([OH:29])[CH3:28]. (3) Given the product [Br:19][C:7]1[CH:8]=[C:3]([C:2]([F:1])([F:10])[F:11])[C:4]([NH2:9])=[N:5][CH:6]=1, predict the reactants needed to synthesize it. The reactants are: [F:1][C:2]([F:11])([F:10])[C:3]1[C:4]([NH2:9])=[N:5][CH:6]=[CH:7][CH:8]=1.C1C(=O)N([Br:19])C(=O)C1.